Dataset: Forward reaction prediction with 1.9M reactions from USPTO patents (1976-2016). Task: Predict the product of the given reaction. (1) Given the reactants [ClH:1].[CH3:2][C:3]1[CH:8]=[CH:7][C:6]([S:9]([N:12]2[CH2:17][CH2:16][O:15][CH2:14][CH2:13]2)(=[O:11])=[O:10])=[CH:5][C:4]=1[C:18]1[CH:23]=[CH:22][CH:21]=[C:20]([CH2:24][C@H:25]([NH:39][C:40]([C@H:42]2[CH2:47][CH2:46][C@H:45]([CH2:48][NH:49]C(=O)OC(C)(C)C)[CH2:44][CH2:43]2)=[O:41])[C:26](=[O:38])[NH:27][C:28]2[CH:36]=[C:35]3[C:31]([C:32](=[O:37])[NH:33][NH:34]3)=[CH:30][CH:29]=2)[CH:19]=1, predict the reaction product. The product is: [ClH:1].[NH2:49][CH2:48][C@H:45]1[CH2:46][CH2:47][C@H:42]([C:40]([NH:39][C@@H:25]([CH2:24][C:20]2[CH:19]=[C:18]([C:4]3[CH:5]=[C:6]([S:9]([N:12]4[CH2:17][CH2:16][O:15][CH2:14][CH2:13]4)(=[O:11])=[O:10])[CH:7]=[CH:8][C:3]=3[CH3:2])[CH:23]=[CH:22][CH:21]=2)[C:26](=[O:38])[NH:27][C:28]2[CH:36]=[C:35]3[C:31]([C:32](=[O:37])[NH:33][NH:34]3)=[CH:30][CH:29]=2)=[O:41])[CH2:43][CH2:44]1. (2) Given the reactants C(OC([N:8]1[C:17]2[C:12](=[CH:13][C:14]([C:18]3[CH:19]=[N:20][CH:21]=[C:22]([O:24][CH2:25][CH2:26][N:27]4[CH2:31][CH2:30][O:29][C:28]4=[O:32])[CH:23]=3)=[CH:15][N:16]=2)[CH2:11][CH2:10][CH2:9]1)=O)(C)(C)C, predict the reaction product. The product is: [N:16]1[C:17]2[NH:8][CH2:9][CH2:10][CH2:11][C:12]=2[CH:13]=[C:14]([C:18]2[CH:23]=[C:22]([O:24][CH2:25][CH2:26][N:27]3[CH2:31][CH2:30][O:29][C:28]3=[O:32])[CH:21]=[N:20][CH:19]=2)[CH:15]=1. (3) Given the reactants [C:1]1([OH:7])[CH:6]=[CH:5][CH:4]=[CH:3][CH:2]=1.C=O.[CH2:10]([NH:12][C:13]1[CH:18]=[CH:17][CH:16]=[CH:15][CH:14]=1)[CH3:11].[CH3:19][NH:20][C:21]1[CH:26]=[CH:25][CH:24]=[CH:23][CH:22]=1, predict the reaction product. The product is: [CH2:10]([NH:12][C:13]1[CH:18]=[CH:17][CH:16]=[CH:15][CH:14]=1)[CH3:11].[CH3:19][NH:20][C:21]1[CH:26]=[CH:25][CH:24]=[CH:23][CH:22]=1.[CH2:1]=[O:7].[C:1]1([OH:7])[CH:6]=[CH:5][CH:4]=[CH:3][CH:2]=1. (4) Given the reactants Br[C:2]1[N:3]=[C:4]([C@H:12]2[CH2:17][CH2:16][C@H:15]([CH2:18][NH:19][CH3:20])[CH2:14][CH2:13]2)[N:5]2[CH:10]=[CH:9][N:8]=[C:7]([CH3:11])[C:6]=12.[CH3:21][O:22][C:23]1[CH:31]=[CH:30][CH:29]=[C:28]2[C:24]=1[CH:25]=[C:26]([C:33]([NH:35][C:36]1[CH:41]=[CH:40][C:39](B3OC(C)(C)C(C)(C)O3)=[CH:38][C:37]=1[O:51][CH3:52])=[O:34])[N:27]2[CH3:32], predict the reaction product. The product is: [CH3:21][O:22][C:23]1[CH:31]=[CH:30][CH:29]=[C:28]2[C:24]=1[CH:25]=[C:26]([C:33]([NH:35][C:36]1[CH:41]=[CH:40][C:39]([C:2]3[N:3]=[C:4]([C@H:12]4[CH2:17][CH2:16][C@H:15]([CH2:18][NH:19][CH3:20])[CH2:14][CH2:13]4)[N:5]4[CH:10]=[CH:9][N:8]=[C:7]([CH3:11])[C:6]=34)=[CH:38][C:37]=1[O:51][CH3:52])=[O:34])[N:27]2[CH3:32].